Predict which catalyst facilitates the given reaction. From a dataset of Catalyst prediction with 721,799 reactions and 888 catalyst types from USPTO. (1) Reactant: [CH3:1][S:2](Cl)(=[O:4])=[O:3].[OH:6][C@@H:7]1[CH2:12][CH2:11][CH2:10][N:9]([C:13]([O:15][C:16]([CH3:19])([CH3:18])[CH3:17])=[O:14])[CH2:8]1.C(N(CC)CC)C. Product: [CH3:1][S:2]([O:6][C@@H:7]1[CH2:12][CH2:11][CH2:10][N:9]([C:13]([O:15][C:16]([CH3:19])([CH3:18])[CH3:17])=[O:14])[CH2:8]1)(=[O:4])=[O:3]. The catalyst class is: 4. (2) Reactant: [N+:1]([C:4]1[CH:5]=[C:6]([CH2:10][C:11]([OH:13])=O)[CH:7]=[CH:8][CH:9]=1)([O-:3])=[O:2].C1N=[CH:17][N:16](C(N2C=NC=C2)=O)[CH:15]=1.Cl.CNC.CCN(CC)CC. Product: [CH3:15][N:16]([CH3:17])[C:11](=[O:13])[CH2:10][C:6]1[CH:7]=[CH:8][CH:9]=[C:4]([N+:1]([O-:3])=[O:2])[CH:5]=1. The catalyst class is: 1.